From a dataset of Catalyst prediction with 721,799 reactions and 888 catalyst types from USPTO. Predict which catalyst facilitates the given reaction. (1) Reactant: [CH:1]1[C:13]2[C:12](=[CH:14][C:15](O)=[O:16])[C:11]3[C:6](=[CH:7][CH:8]=[CH:9][CH:10]=3)[C:5]=2[CH:4]=[CH:3][CH:2]=1.Cl.C(N=C=NCCCN(C)C)C.OC1C2N=NNC=2C=CC=1.C(N(CC)CC)C.Cl.[CH3:48][O:49][C:50](=[O:57])[CH2:51][CH2:52][CH2:53][CH2:54][CH2:55][NH2:56]. Product: [CH3:48][O:49][C:50](=[O:57])[CH2:51][CH2:52][CH2:53][CH2:54][CH2:55][NH:56][C:15](=[O:16])[CH:14]=[C:12]1[C:13]2[CH:1]=[CH:2][CH:3]=[CH:4][C:5]=2[C:6]2[C:11]1=[CH:10][CH:9]=[CH:8][CH:7]=2. The catalyst class is: 650. (2) Reactant: CN(C)[CH:3]1[C:14]2[C:6](=[CH:7][CH:8]=[C:9]3[C:13]=2[S:12](=C)[CH:11]=[N:10]3)[NH:5][C:4]1=[O:16].[NH2:18][C:19]1[CH:24]=[CH:23][C:22]([N:25]2[C:29]([CH3:30])=[CH:28][C:27](=[O:31])[NH:26]2)=[CH:21][CH:20]=1.[CH2:32](O)C. Product: [CH3:30][C:29]1[N:25]([C:22]2[CH:21]=[CH:20][C:19]([NH:18]/[CH:32]=[C:3]3\[C:4](=[O:16])[NH:5][C:6]4[C:14]\3=[C:13]3[S:12][CH:11]=[N:10][C:9]3=[CH:8][CH:7]=4)=[CH:24][CH:23]=2)[NH:26][C:27](=[O:31])[CH:28]=1. The catalyst class is: 27. (3) Reactant: Br[C:2]1[CH:3]=[C:4]([NH:8][CH2:9][C:10]2[CH:15]=[CH:14][C:13]([O:16][CH:17]([CH3:19])[CH3:18])=[C:12]([O:20][CH:21]([CH3:23])[CH3:22])[CH:11]=2)[CH:5]=[N:6][CH:7]=1.N1[CH:28]=[CH:27][C:26](B(O)O)=[CH:25]1.C(#N)C.C(=O)([O-])[O-:36].[Na+].[Na+]. Product: [CH:21]([O:20][C:12]1[CH:11]=[C:10]([CH:15]=[CH:14][C:13]=1[O:16][CH:17]([CH3:19])[CH3:18])[CH2:9][NH:8][C:4]1[CH:5]=[N:6][CH:7]=[C:2]([C:26]2[CH:27]=[CH:28][O:36][CH:25]=2)[CH:3]=1)([CH3:23])[CH3:22]. The catalyst class is: 189. (4) Reactant: Br[C:2]1[CH:7]=[CH:6][C:5]([CH2:8][N:9]2[C:14](=[O:15])[C:13]([C:16]([NH:18][CH2:19][C:20]([OH:22])=[O:21])=[O:17])=[C:12]([OH:23])[C:11]([CH:24]([CH3:26])[CH3:25])=[N:10]2)=[CH:4][CH:3]=1.[F:27][C:28]([F:39])([F:38])[C:29]1[CH:34]=[CH:33][C:32](B(O)O)=[CH:31][CH:30]=1.C(=O)([O-])[O-].[K+].[K+].Cl. Product: [OH:23][C:12]1[C:11]([CH:24]([CH3:26])[CH3:25])=[N:10][N:9]([CH2:8][C:5]2[CH:6]=[CH:7][C:2]([C:32]3[CH:33]=[CH:34][C:29]([C:28]([F:39])([F:38])[F:27])=[CH:30][CH:31]=3)=[CH:3][CH:4]=2)[C:14](=[O:15])[C:13]=1[C:16]([NH:18][CH2:19][C:20]([OH:22])=[O:21])=[O:17]. The catalyst class is: 70.